From a dataset of Forward reaction prediction with 1.9M reactions from USPTO patents (1976-2016). Predict the product of the given reaction. (1) Given the reactants [C:1]([S:5][C:6]1[C:14]2[C:9](=[CH:10][CH:11]=[C:12]([OH:15])[CH:13]=2)[N:8]([CH3:16])[C:7]=1[CH:17]([CH2:21][C:22]1[CH:27]=[CH:26][CH:25]=[CH:24][CH:23]=1)[CH2:18][C:19]#[N:20])([CH3:4])([CH3:3])[CH3:2].Cl[CH2:29][C:30]1[CH:35]=[CH:34][C:33]([CH3:36])=[CH:32][N:31]=1, predict the reaction product. The product is: [C:1]([S:5][C:6]1[C:14]2[C:9](=[CH:10][CH:11]=[C:12]([O:15][CH2:29][C:30]3[CH:35]=[CH:34][C:33]([CH3:36])=[CH:32][N:31]=3)[CH:13]=2)[N:8]([CH3:16])[C:7]=1[CH:17]([CH2:21][C:22]1[CH:23]=[CH:24][CH:25]=[CH:26][CH:27]=1)[CH2:18][C:19]#[N:20])([CH3:4])([CH3:2])[CH3:3]. (2) Given the reactants [CH3:1][S:2][C:3]1[CH:8]=[CH:7][CH:6]=[CH:5][C:4]=1[NH2:9].Cl[C:11]1[C:12]2[C:19]([CH3:20])=[C:18]([CH3:21])[S:17][C:13]=2[N:14]=[CH:15][N:16]=1.CC(O)C.[OH-].[NH4+], predict the reaction product. The product is: [CH3:20][C:19]1[C:12]2[C:11]([NH:9][C:4]3[CH:5]=[CH:6][CH:7]=[CH:8][C:3]=3[S:2][CH3:1])=[N:16][CH:15]=[N:14][C:13]=2[S:17][C:18]=1[CH3:21]. (3) The product is: [Cl:1][C:2]1[CH:23]=[CH:22][C:5]2[N:6]=[C:7]([NH:9][C:10]3[CH:15]=[CH:14][C:13]([CH2:16][C:17]([OH:19])=[O:18])=[CH:12][C:11]=3[Cl:21])[S:8][C:4]=2[CH:3]=1. Given the reactants [Cl:1][C:2]1[CH:23]=[CH:22][C:5]2[N:6]=[C:7]([NH:9][C:10]3[CH:15]=[CH:14][C:13]([CH2:16][C:17]([O:19]C)=[O:18])=[CH:12][C:11]=3[Cl:21])[S:8][C:4]=2[CH:3]=1.[OH-].[Na+], predict the reaction product. (4) Given the reactants [Cl:1][C:2]1[CH:10]=[CH:9][C:8]([C:11]2[N:12]([C:22]([O:24][C:25]([CH3:28])([CH3:27])[CH3:26])=[O:23])[C:13]3[C:18]([CH:19]=2)=[CH:17][C:16]([CH:20]=O)=[CH:15][CH:14]=3)=[C:7]2[C:3]=1[CH2:4][NH:5][C:6]2=[O:29].[NH2:30][CH:31]1[CH2:36][CH2:35][N:34](C(OC(C)(C)C)=O)[CH2:33][CH2:32]1.C(O)(=O)C.C(O[BH-](OC(=O)C)OC(=O)C)(=O)C.[Na+].C(=O)([O-])[O-].[Na+].[Na+], predict the reaction product. The product is: [Cl:1][C:2]1[CH:10]=[CH:9][C:8]([C:11]2[N:12]([C:22]([O:24][C:25]([CH3:28])([CH3:27])[CH3:26])=[O:23])[C:13]3[C:18]([CH:19]=2)=[CH:17][C:16]([CH2:20][NH:30][CH:31]2[CH2:36][CH2:35][NH:34][CH2:33][CH2:32]2)=[CH:15][CH:14]=3)=[C:7]2[C:3]=1[CH2:4][NH:5][C:6]2=[O:29]. (5) Given the reactants [NH2:1][C:2]1[CH:3]=[C:4]([C:8]2[C:16]3[C:11](=[CH:12][CH:13]=[C:14]([C:17]([NH2:19])=[O:18])[CH:15]=3)[N:10](C3CCCCO3)[N:9]=2)[CH:5]=[CH:6][CH:7]=1.[S:26]1[CH:30]=[CH:29][C:28]([CH2:31][C:32](O)=[O:33])=[CH:27]1.CCN=C=NCCCN(C)C, predict the reaction product. The product is: [S:26]1[CH:30]=[CH:29][C:28]([CH2:31][C:32]([NH:1][C:2]2[CH:3]=[C:4]([C:8]3[C:16]4[C:11](=[CH:12][CH:13]=[C:14]([C:17]([NH2:19])=[O:18])[CH:15]=4)[NH:10][N:9]=3)[CH:5]=[CH:6][CH:7]=2)=[O:33])=[CH:27]1. (6) The product is: [Br:1][C:2]1[N:3]=[C:4]([C@@H:16]([NH:17][S:18]([C:20]([CH3:23])([CH3:22])[CH3:21])=[O:19])[CH2:26][CH:25]=[CH2:24])[N:5]([CH2:8][O:9][CH2:10][CH2:11][Si:12]([CH3:15])([CH3:13])[CH3:14])[C:6]=1[Br:7]. Given the reactants [Br:1][C:2]1[N:3]=[C:4](/[CH:16]=[N:17]/[S@:18]([C:20]([CH3:23])([CH3:22])[CH3:21])=[O:19])[N:5]([CH2:8][O:9][CH2:10][CH2:11][Si:12]([CH3:15])([CH3:14])[CH3:13])[C:6]=1[Br:7].[CH2:24]([Mg]Br)[CH:25]=[CH2:26], predict the reaction product. (7) Given the reactants [Cl:1][C:2]1[CH:7]=[CH:6][CH:5]=[CH:4][C:3]=1[OH:8].Br[CH2:10][C@@H:11]([CH3:14])[CH2:12][Cl:13], predict the reaction product. The product is: [Cl:1][C:2]1[CH:7]=[CH:6][CH:5]=[CH:4][C:3]=1[O:8][CH2:10][C@@H:11]([CH3:14])[CH2:12][Cl:13]. (8) Given the reactants [C:1]([C:4]1[CH:9]=[CH:8][C:7]([N:10]2[C:14](I)=[CH:13][C:12]([C:16]3[CH:25]=[CH:24][C:19]([C:20]([O:22][CH3:23])=[O:21])=[CH:18][CH:17]=3)=[N:11]2)=[CH:6][CH:5]=1)(=[O:3])[NH2:2].[C:26]([C:30]1[CH:31]=[C:32](B2OC(C)(C)C(C)(C)O2)[CH:33]=[C:34]([O:36][CH:37]([CH3:39])[CH3:38])[CH:35]=1)([CH3:29])([CH3:28])[CH3:27].C(=O)([O-])[O-].[K+].[K+], predict the reaction product. The product is: [C:26]([C:30]1[CH:31]=[C:32]([C:14]2[N:10]([C:7]3[CH:8]=[CH:9][C:4]([C:1](=[O:3])[NH2:2])=[CH:5][CH:6]=3)[N:11]=[C:12]([C:16]3[CH:25]=[CH:24][C:19]([C:20]([O:22][CH3:23])=[O:21])=[CH:18][CH:17]=3)[CH:13]=2)[CH:33]=[C:34]([O:36][CH:37]([CH3:39])[CH3:38])[CH:35]=1)([CH3:29])([CH3:27])[CH3:28]. (9) Given the reactants O=C1C2C(=CC=CC=2)C(=O)[N:3]1[CH2:12][C:13]1[O:17][C:16]([CH2:18][O:19][C:20]([C:33]2[CH:38]=[CH:37][CH:36]=[CH:35][CH:34]=2)([C:27]2[CH:32]=[CH:31][CH:30]=[CH:29][CH:28]=2)[C:21]2[CH:26]=[CH:25][CH:24]=[CH:23][CH:22]=2)=[N:15][C:14]=1[CH3:39].O.NN, predict the reaction product. The product is: [NH2:3][CH2:12][C:13]1[O:17][C:16]([CH2:18][O:19][C:20]([C:27]2[CH:32]=[CH:31][CH:30]=[CH:29][CH:28]=2)([C:21]2[CH:22]=[CH:23][CH:24]=[CH:25][CH:26]=2)[C:33]2[CH:38]=[CH:37][CH:36]=[CH:35][CH:34]=2)=[N:15][C:14]=1[CH3:39].